From a dataset of Reaction yield outcomes from USPTO patents with 853,638 reactions. Predict the reaction yield, written as a fraction of the theoretical maximum amount of product (1.0 means a 100% yield; for example, 0.34 means a 34% yield). The reactants are [NH2:1][CH2:2][C:3]([N:5]([C:23]1[CH:28]=[CH:27][CH:26]=[C:25]([F:29])[CH:24]=1)[CH:6]([C:16]1[CH:21]=[CH:20][CH:19]=[CH:18][C:17]=1[CH3:22])[C:7]([NH:9][CH:10]1[CH2:15][CH2:14][CH2:13][CH2:12][CH2:11]1)=[O:8])=[O:4].CCN(CC)CC.[N:37]([CH2:40][CH:41]([O:44][CH3:45])[O:42][CH3:43])=[C:38]=[O:39]. The catalyst is C(Cl)Cl. The product is [CH:10]1([NH:9][C:7](=[O:8])[CH:6]([N:5]([C:3](=[O:4])[CH2:2][NH:1][C:38]([NH:37][CH2:40][CH:41]([O:44][CH3:45])[O:42][CH3:43])=[O:39])[C:23]2[CH:28]=[CH:27][CH:26]=[C:25]([F:29])[CH:24]=2)[C:16]2[CH:21]=[CH:20][CH:19]=[CH:18][C:17]=2[CH3:22])[CH2:15][CH2:14][CH2:13][CH2:12][CH2:11]1. The yield is 0.660.